From a dataset of Full USPTO retrosynthesis dataset with 1.9M reactions from patents (1976-2016). Predict the reactants needed to synthesize the given product. (1) Given the product [NH2:5][CH:4]([CH:3]([C:9]([F:11])([F:10])[F:12])[C:2]([F:13])([F:14])[F:1])[C:6]([O:8][CH3:16])=[O:7], predict the reactants needed to synthesize it. The reactants are: [F:1][C:2]([F:14])([F:13])[CH:3]([C:9]([F:12])([F:11])[F:10])[CH:4]([C:6]([OH:8])=[O:7])[NH2:5].[Si](C=[N+]=[N-])(C)(C)[CH3:16].C[Si](C)(C)C.CO.C(Cl)(Cl)Cl. (2) Given the product [Cl:16][C:17]1[C:18]([O:27][C:28]2[CH:35]=[CH:34][C:31](/[CH:32]=[C:14]3/[C:10]([NH:6][CH2:5][CH2:4][N:3]([CH2:7][CH3:8])[CH2:1][CH3:2])=[N:11][C:12](=[O:15])[S:13]/3)=[CH:30][C:29]=2[O:36][CH3:37])=[N:19][CH:20]=[C:21]([C:23]([F:26])([F:25])[F:24])[CH:22]=1, predict the reactants needed to synthesize it. The reactants are: [CH2:1]([N:3]([CH2:7][CH3:8])[CH2:4][CH2:5][NH2:6])[CH3:2].S=[C:10]1[CH2:14][S:13][C:12](=[O:15])[NH:11]1.[Cl:16][C:17]1[C:18]([O:27][C:28]2[CH:35]=[CH:34][C:31]([CH:32]=O)=[CH:30][C:29]=2[O:36][CH3:37])=[N:19][CH:20]=[C:21]([C:23]([F:26])([F:25])[F:24])[CH:22]=1.[Cl-].[NH4+]. (3) Given the product [CH2:20]([O:22][C:23]1[CH:24]=[C:25]([C:2]2[CH:7]=[C:6]([CH3:8])[CH:5]=[C:4]([NH:9][C:10]3[N:15]=[C:14]([C:16]([F:18])([F:19])[F:17])[CH:13]=[CH:12][N:11]=3)[CH:3]=2)[CH:26]=[CH:27][CH:28]=1)[CH3:21], predict the reactants needed to synthesize it. The reactants are: Br[C:2]1[CH:3]=[C:4]([NH:9][C:10]2[N:15]=[C:14]([C:16]([F:19])([F:18])[F:17])[CH:13]=[CH:12][N:11]=2)[CH:5]=[C:6]([CH3:8])[CH:7]=1.[CH2:20]([O:22][C:23]1[CH:24]=[C:25](B(O)O)[CH:26]=[CH:27][CH:28]=1)[CH3:21].C(=O)([O-])[O-].[Na+].[Na+].CC1CCCO1. (4) Given the product [NH:1]1[CH2:6][CH2:5][CH:4]([CH2:7][NH:8][C:9]([N:11]2[C:15]3[CH:16]=[CH:17][CH:18]=[CH:19][C:14]=3[N:13]([CH:20]3[CH2:21][CH2:22]3)[C:12]2=[O:23])=[O:10])[CH2:3][CH2:2]1.[Cl:24][CH2:25][CH2:26][C:27]([C:29]1[CH:34]=[CH:33][CH:32]=[CH:31][CH:30]=1)=[O:28], predict the reactants needed to synthesize it. The reactants are: [NH:1]1[CH2:6][CH2:5][CH:4]([CH2:7][NH:8][C:9]([N:11]2[C:15]3[CH:16]=[CH:17][CH:18]=[CH:19][C:14]=3[N:13]([CH:20]([CH3:22])[CH3:21])[C:12]2=[O:23])=[O:10])[CH2:3][CH2:2]1.[Cl:24][CH2:25][CH2:26][C:27]([C:29]1[CH:34]=[CH:33][C:32](F)=[CH:31][CH:30]=1)=[O:28]. (5) Given the product [CH2:19]([O:18][C:16](=[O:17])/[C:15](/[OH:21])=[CH:9]/[C:8]([C:5]1[CH:6]=[CH:7][C:2]([F:1])=[C:3]([C:11]([F:12])([F:13])[F:14])[CH:4]=1)=[O:10])[CH3:20], predict the reactants needed to synthesize it. The reactants are: [F:1][C:2]1[CH:7]=[CH:6][C:5]([C:8](=[O:10])[CH3:9])=[CH:4][C:3]=1[C:11]([F:14])([F:13])[F:12].[C:15](OCC)(=[O:21])[C:16]([O:18][CH2:19][CH3:20])=[O:17].[Na]. (6) Given the product [CH2:33]([O:40][C:41](=[O:42])[NH:2][C:3]([CH2:4][OH:5])([CH2:6][OH:7])[CH2:8][CH2:9][C:10]1[CH:15]=[CH:14][C:13]([O:16][CH2:17][CH2:18][CH2:19][CH2:20][CH2:21][CH2:22][CH3:23])=[C:12]([C:24]([F:25])([F:26])[F:27])[CH:11]=1)[C:34]1[CH:39]=[CH:38][CH:37]=[CH:36][CH:35]=1, predict the reactants needed to synthesize it. The reactants are: Cl.[NH2:2][C:3]([CH2:8][CH2:9][C:10]1[CH:15]=[CH:14][C:13]([O:16][CH2:17][CH2:18][CH2:19][CH2:20][CH2:21][CH2:22][CH3:23])=[C:12]([C:24]([F:27])([F:26])[F:25])[CH:11]=1)([CH2:6][OH:7])[CH2:4][OH:5].C(=O)([O-])O.[Na+].[CH2:33]([O:40][C:41](Cl)=[O:42])[C:34]1[CH:39]=[CH:38][CH:37]=[CH:36][CH:35]=1.